From a dataset of Full USPTO retrosynthesis dataset with 1.9M reactions from patents (1976-2016). Predict the reactants needed to synthesize the given product. Given the product [Si:1]([O:8][C@@H:9]([CH:31]1[CH2:32][C:33]2[C:38](=[CH:37][CH:36]=[CH:35][CH:34]=2)[CH2:39]1)/[CH:10]=[CH:11]/[C@H:12]1[C@@H:16]([F:17])[CH2:15][C:14](=[O:18])[C@@H:13]1[CH2:19]/[CH:20]=[CH:21]\[CH2:22][CH2:23][CH2:24][C:25]([OH:27])=[O:26])([C:4]([CH3:7])([CH3:6])[CH3:5])([CH3:3])[CH3:2], predict the reactants needed to synthesize it. The reactants are: [Si:1]([O:8][C@@H:9]([CH:31]1[CH2:39][C:38]2[C:33](=[CH:34][CH:35]=[CH:36][CH:37]=2)[CH2:32]1)/[CH:10]=[CH:11]/[C@H:12]1[C@@H:16]([F:17])[CH2:15][C:14](=[O:18])[C@@H:13]1[CH2:19]/[CH:20]=[CH:21]\[CH2:22][CH2:23][CH2:24][C:25]([O:27]C(C)C)=[O:26])([C:4]([CH3:7])([CH3:6])[CH3:5])([CH3:3])[CH3:2].CC(OI1(OC(C)=O)(OC(C)=O)OC(=O)C2C=CC=CC1=2)=O.